Dataset: Full USPTO retrosynthesis dataset with 1.9M reactions from patents (1976-2016). Task: Predict the reactants needed to synthesize the given product. (1) Given the product [CH:20]1([NH:8][C:6]2[CH:5]=[CH:4][C:3]([CH2:9][C:10]3[C:18]4[C:13](=[N:14][CH:15]=[C:16]([CH3:19])[CH:17]=4)[NH:12][CH:11]=3)=[C:2]([F:1])[N:7]=2)[CH2:25][CH2:24][CH2:23][CH2:22][CH2:21]1, predict the reactants needed to synthesize it. The reactants are: [F:1][C:2]1[N:7]=[C:6]([NH2:8])[CH:5]=[CH:4][C:3]=1[CH2:9][C:10]1[C:18]2[C:13](=[N:14][CH:15]=[C:16]([CH3:19])[CH:17]=2)[NH:12][CH:11]=1.[C:20]1(=O)[CH2:25][CH2:24][CH2:23][CH2:22][CH2:21]1. (2) Given the product [Cl:1][C:2]1[CH:3]=[C:4]2[C:9](=[CH:10][C:11]=1[O:12][C:13]1[CH:21]=[CH:20][C:16]([C:17](=[O:18])[NH:33][CH2:34][CH2:35][C:36]3[C:37]([N:45]([CH3:46])[CH3:47])=[N:38][C:39]([CH:42]4[CH2:43][CH2:44]4)=[CH:40][CH:41]=3)=[CH:15][CH:14]=1)[O:8][CH2:7][CH2:6][CH:5]2[C:22]([O:24][CH2:25][CH3:26])=[O:23], predict the reactants needed to synthesize it. The reactants are: [Cl:1][C:2]1[CH:3]=[C:4]2[C:9](=[CH:10][C:11]=1[O:12][C:13]1[CH:21]=[CH:20][C:16]([C:17](O)=[O:18])=[CH:15][CH:14]=1)[O:8][CH2:7][CH2:6][CH:5]2[C:22]([O:24][CH2:25][CH3:26])=[O:23].C(Cl)(=O)C(Cl)=O.[NH2:33][CH2:34][CH2:35][C:36]1[C:37]([N:45]([CH3:47])[CH3:46])=[N:38][C:39]([CH:42]2[CH2:44][CH2:43]2)=[CH:40][CH:41]=1.C(N(C(C)C)CC)(C)C. (3) Given the product [C:26]([O:30][C:31](=[O:51])[NH:32][C:33]([CH3:50])([CH3:49])[CH2:34][N:35]1[CH:39]=[C:38]([C:2]2[CH:25]=[CH:24][C:5]3[C:6]4[N:7]=[C:8]([C:14]5[N:15]([CH2:19][C:20]([F:23])([F:21])[F:22])[N:16]=[CH:17][N:18]=5)[S:9][C:10]=4[CH2:11][CH2:12][O:13][C:4]=3[CH:3]=2)[CH:37]=[N:36]1)([CH3:29])([CH3:27])[CH3:28], predict the reactants needed to synthesize it. The reactants are: Br[C:2]1[CH:25]=[CH:24][C:5]2[C:6]3[N:7]=[C:8]([C:14]4[N:15]([CH2:19][C:20]([F:23])([F:22])[F:21])[N:16]=[CH:17][N:18]=4)[S:9][C:10]=3[CH2:11][CH2:12][O:13][C:4]=2[CH:3]=1.[C:26]([O:30][C:31](=[O:51])[NH:32][C:33]([CH3:50])([CH3:49])[CH2:34][N:35]1[CH:39]=[C:38](B2OC(C)(C)C(C)(C)O2)[CH:37]=[N:36]1)([CH3:29])([CH3:28])[CH3:27]. (4) Given the product [N+:11]([C:10]1[CH:9]=[C:8]2[C:4]([CH:5]=[N:6][N:7]2[CH2:14][O:15][CH2:16][CH2:17][Si:18]([CH3:21])([CH3:20])[CH3:19])=[CH:3][C:2]=1[C:28]1[CH:29]=[C:24]([CH:25]=[CH:26][CH:27]=1)[CH:22]=[O:23])([O-:13])=[O:12], predict the reactants needed to synthesize it. The reactants are: Br[C:2]1[CH:3]=[C:4]2[C:8](=[CH:9][C:10]=1[N+:11]([O-:13])=[O:12])[N:7]([CH2:14][O:15][CH2:16][CH2:17][Si:18]([CH3:21])([CH3:20])[CH3:19])[N:6]=[CH:5]2.[CH:22]([C:24]1[CH:25]=[C:26](B(O)O)[CH:27]=[CH:28][CH:29]=1)=[O:23].C(Cl)Cl.C([O-])([O-])=O.[K+].[K+]. (5) The reactants are: [CH2:1]([NH:3][C:4]1[CH:8]=[C:7]([C:9]2[CH:14]=[CH:13][N:12]=[CH:11][CH:10]=2)[S:6][C:5]=1[C:15]([NH2:17])=[O:16])[CH3:2].[O:18]1[CH2:23][CH2:22][C:21](=O)[CH2:20][CH2:19]1.O.C1(C)C=CC(S(O)(=O)=O)=CC=1.C(=O)([O-])O.[Na+]. Given the product [CH2:1]([N:3]1[C:4]2[CH:8]=[C:7]([C:9]3[CH:14]=[CH:13][N:12]=[CH:11][CH:10]=3)[S:6][C:5]=2[C:15](=[O:16])[NH:17][C:21]21[CH2:22][CH2:23][O:18][CH2:19][CH2:20]2)[CH3:2], predict the reactants needed to synthesize it.